Regression. Given a peptide amino acid sequence and an MHC pseudo amino acid sequence, predict their binding affinity value. This is MHC class II binding data. From a dataset of Peptide-MHC class II binding affinity with 134,281 pairs from IEDB. (1) The peptide sequence is DVPYLTKRQDKLCGS. The MHC is HLA-DQA10201-DQB10402 with pseudo-sequence HLA-DQA10201-DQB10402. The binding affinity (normalized) is 0.197. (2) The peptide sequence is AFALVLLFCALASSC. The MHC is DRB1_1101 with pseudo-sequence DRB1_1101. The binding affinity (normalized) is 0.0468.